From a dataset of Forward reaction prediction with 1.9M reactions from USPTO patents (1976-2016). Predict the product of the given reaction. (1) Given the reactants [Br:1][C:2]1[CH:18]=[C:17]([N+:19]([O-])=O)[CH:16]=[C:15]([Br:22])[C:3]=1[O:4][C:5]1[CH:6]=[C:7]2[C:12](=[CH:13][CH:14]=1)[N:11]=[CH:10][CH:9]=[CH:8]2.[Sn](Cl)Cl.[C:26](=[O:29])([O-])[O-:27].[Na+].[Na+].C(N(CC)CC)C.C([CH:41](C(Cl)=O)[C:42](Cl)=[O:43])C.[Cl-].[NH4+], predict the reaction product. The product is: [Br:1][C:2]1[CH:18]=[C:17]([NH:19][C:42](=[O:43])[CH2:41][C:26]([OH:27])=[O:29])[CH:16]=[C:15]([Br:22])[C:3]=1[O:4][C:5]1[CH:6]=[C:7]2[C:12](=[CH:13][CH:14]=1)[N:11]=[CH:10][CH:9]=[CH:8]2. (2) Given the reactants [C:1]([C:3]1[CH:8]=[CH:7][C:6]([N:9]2[C:13](=[O:14])[C:12]([CH3:16])([CH3:15])[N:11]([CH2:17][CH2:18][CH2:19][C:20]([OH:22])=O)[C:10]2=[S:23])=[CH:5][C:4]=1[C:24]([F:27])([F:26])[F:25])#[N:2].C(Cl)CCl.C1C=CC2N(O)N=NC=2C=1.[C:42]12([CH2:52][C:53]([NH:55][CH2:56][CH2:57][O:58][CH2:59][CH2:60][NH2:61])=[O:54])[CH2:51][CH:46]3[CH2:47][CH:48]([CH2:50][CH:44]([CH2:45]3)[CH2:43]1)[CH2:49]2, predict the reaction product. The product is: [C:42]12([CH2:52][C:53]([NH:55][CH2:56][CH2:57][O:58][CH2:59][CH2:60][NH:61][C:20](=[O:22])[CH2:19][CH2:18][CH2:17][N:11]3[C:12]([CH3:15])([CH3:16])[C:13](=[O:14])[N:9]([C:6]4[CH:7]=[CH:8][C:3]([C:1]#[N:2])=[C:4]([C:24]([F:27])([F:25])[F:26])[CH:5]=4)[C:10]3=[S:23])=[O:54])[CH2:49][CH:48]3[CH2:47][CH:46]([CH2:45][CH:44]([CH2:50]3)[CH2:43]1)[CH2:51]2. (3) Given the reactants Cl.[NH:2]1[CH2:7][CH2:6][CH:5]([C:8]2[S:12][C:11]([NH2:13])=[N:10][CH:9]=2)[CH2:4][CH2:3]1.N1(CO)C2C=CC=C[C:17]=2N=N1.C([O-])(=O)C.[Na+].C(O[BH-](OC(=O)C)OC(=O)C)(=O)C.[Na+].C(=O)([O-])O.[Na+], predict the reaction product. The product is: [CH3:17][N:2]1[CH2:3][CH2:4][CH:5]([C:8]2[S:12][C:11]([NH2:13])=[N:10][CH:9]=2)[CH2:6][CH2:7]1. (4) Given the reactants C([O:8][C:9]1[N:14]=[CH:13][C:12]([C:15]2[CH:20]=[CH:19][C:18]([CH2:21][C:22]([NH:24][C:25]3[CH:30]=[CH:29][C:28]([CH2:31][C:32]([CH3:36])([CH3:35])[CH2:33][OH:34])=[C:27]([C:37]([F:40])([F:39])[F:38])[CH:26]=3)=[O:23])=[CH:17][C:16]=2[F:41])=[C:11]([O:42][CH2:43][CH3:44])[CH:10]=1)C1C=CC=CC=1, predict the reaction product. The product is: [CH2:43]([O:42][C:11]1[C:12]([C:15]2[CH:20]=[CH:19][C:18]([CH2:21][C:22]([NH:24][C:25]3[CH:30]=[CH:29][C:28]([CH2:31][C:32]([CH3:35])([CH3:36])[CH2:33][OH:34])=[C:27]([C:37]([F:39])([F:40])[F:38])[CH:26]=3)=[O:23])=[CH:17][C:16]=2[F:41])=[CH:13][NH:14][C:9](=[O:8])[CH:10]=1)[CH3:44]. (5) Given the reactants [CH:1]1([N:6]2[C:10]3[N:11]=[C:12]([NH:15][C:16]4[CH:24]=[CH:23][C:19]([C:20](O)=[O:21])=[CH:18][N:17]=4)[N:13]=[CH:14][C:9]=3[CH:8]=[C:7]2[C:25](=[O:29])[N:26]([CH3:28])[CH3:27])[CH2:5][CH2:4][CH2:3][CH2:2]1.[CH3:30][NH:31][CH2:32][CH2:33][NH:34]C(=O)O.CN(C(ON1N=NC2C=CC=CC1=2)=[N+](C)C)C.F[P-](F)(F)(F)(F)F.CCN(C(C)C)C(C)C, predict the reaction product. The product is: [CH3:28][N:26]([CH3:27])[C:25]([C:7]1[N:6]([CH:1]2[CH2:2][CH2:3][CH2:4][CH2:5]2)[C:10]2[N:11]=[C:12]([NH:15][C:16]3[CH:24]=[CH:23][C:19]([C:20](=[O:21])[N:31]([CH2:32][CH2:33][NH2:34])[CH3:30])=[CH:18][N:17]=3)[N:13]=[CH:14][C:9]=2[CH:8]=1)=[O:29]. (6) Given the reactants [NH2:1][C:2]1[C:7]([C:8]([C:10]2[C:15]([O:16][CH3:17])=[CH:14][CH:13]=[C:12]([F:18])[C:11]=2[F:19])=[O:9])=[CH:6][N:5]=[C:4](Cl)[N:3]=1.[NH2:21][C:22]1[CH:27]=[CH:26][C:25]([S:28]([NH2:31])(=[O:30])=[O:29])=[CH:24][CH:23]=1.O, predict the reaction product. The product is: [NH2:1][C:2]1[C:7]([C:8](=[O:9])[C:10]2[C:15]([O:16][CH3:17])=[CH:14][CH:13]=[C:12]([F:18])[C:11]=2[F:19])=[CH:6][N:5]=[C:4]([NH:21][C:22]2[CH:27]=[CH:26][C:25]([S:28]([NH2:31])(=[O:29])=[O:30])=[CH:24][CH:23]=2)[N:3]=1.